This data is from Reaction yield outcomes from USPTO patents with 853,638 reactions. The task is: Predict the reaction yield, written as a fraction of the theoretical maximum amount of product (1.0 means a 100% yield; for example, 0.34 means a 34% yield). (1) The reactants are [Br:1][C:2]1[CH:7]=[C:6]([CH3:8])[CH:5]=[CH:4][C:3]=1[NH:9][C:10]1[N:14]([CH2:15][CH2:16][CH2:17][C:18](OCC)=[O:19])[C:13]2[C:23]([CH:28]([CH2:31][CH3:32])[CH2:29][CH3:30])=[CH:24][CH:25]=[C:26]([Cl:27])[C:12]=2[N:11]=1.[BH4-].[Li+]. The catalyst is O1CCCC1. The product is [Br:1][C:2]1[CH:7]=[C:6]([CH3:8])[CH:5]=[CH:4][C:3]=1[NH:9][C:10]1[N:14]([CH2:15][CH2:16][CH2:17][CH2:18][OH:19])[C:13]2[C:23]([CH:28]([CH2:31][CH3:32])[CH2:29][CH3:30])=[CH:24][CH:25]=[C:26]([Cl:27])[C:12]=2[N:11]=1. The yield is 0.790. (2) The reactants are [F:1][C:2]1[CH:7]=[C:6]([F:8])[CH:5]=[CH:4][C:3]=1[C:9]1[CH:18]=[CH:17][C:16]2[C:11](=[CH:12][CH:13]=[C:14]([O:19]C)[CH:15]=2)[C:10]=1[C:21]([C:23]1[CH:28]=[CH:27][C:26]([O:29][CH2:30][CH2:31][N:32]2[CH2:37][CH2:36][CH2:35][CH2:34][CH2:33]2)=[CH:25][CH:24]=1)=[O:22].Cl.CCOCC.B(Br)(Br)Br.C(=O)(O)[O-].[Na+]. The catalyst is C(Cl)Cl. The product is [F:1][C:2]1[CH:7]=[C:6]([F:8])[CH:5]=[CH:4][C:3]=1[C:9]1[CH:18]=[CH:17][C:16]2[C:11](=[CH:12][CH:13]=[C:14]([OH:19])[CH:15]=2)[C:10]=1[C:21]([C:23]1[CH:28]=[CH:27][C:26]([O:29][CH2:30][CH2:31][N:32]2[CH2:37][CH2:36][CH2:35][CH2:34][CH2:33]2)=[CH:25][CH:24]=1)=[O:22]. The yield is 1.00.